Dataset: Forward reaction prediction with 1.9M reactions from USPTO patents (1976-2016). Task: Predict the product of the given reaction. The product is: [C:1]([O:5][C:6](=[O:20])[NH:7][C:8]1[CH:13]=[C:12]([CH3:14])[C:11]([C:15]([F:18])([F:17])[F:16])=[CH:10][C:9]=1[NH:19][C:26](=[O:25])[CH2:27][C:28]([C:30]1[CH:35]=[CH:34][CH:33]=[C:32]([C:36]2[CH:41]=[CH:40][N:39]=[C:38]([N:42]3[CH2:43][CH2:44][O:45][CH2:46][CH2:47]3)[CH:37]=2)[CH:31]=1)=[O:29])([CH3:4])([CH3:2])[CH3:3]. Given the reactants [C:1]([O:5][C:6](=[O:20])[NH:7][C:8]1[CH:13]=[C:12]([CH3:14])[C:11]([C:15]([F:18])([F:17])[F:16])=[CH:10][C:9]=1[NH2:19])([CH3:4])([CH3:3])[CH3:2].C([O:25][C:26](=O)[CH2:27][C:28]([C:30]1[CH:35]=[CH:34][CH:33]=[C:32]([C:36]2[CH:41]=[CH:40][N:39]=[C:38]([N:42]3[CH2:47][CH2:46][O:45][CH2:44][CH2:43]3)[CH:37]=2)[CH:31]=1)=[O:29])(C)(C)C, predict the reaction product.